From a dataset of Peptide-MHC class I binding affinity with 185,985 pairs from IEDB/IMGT. Regression. Given a peptide amino acid sequence and an MHC pseudo amino acid sequence, predict their binding affinity value. This is MHC class I binding data. (1) The peptide sequence is RRIRQGLE. The MHC is Mamu-B03 with pseudo-sequence Mamu-B03. The binding affinity (normalized) is 0.707. (2) The peptide sequence is SQQPVQMLY. The MHC is HLA-A23:01 with pseudo-sequence HLA-A23:01. The binding affinity (normalized) is 0.213. (3) The peptide sequence is KIPATVIAR. The MHC is HLA-A31:01 with pseudo-sequence HLA-A31:01. The binding affinity (normalized) is 0.671.